From a dataset of M1 muscarinic receptor antagonist screen with 61,756 compounds. Binary Classification. Given a drug SMILES string, predict its activity (active/inactive) in a high-throughput screening assay against a specified biological target. The result is 0 (inactive). The molecule is O=C1C(C(=O)c2c1cccc2)c1nc2c(cc1)cccc2.